Dataset: Full USPTO retrosynthesis dataset with 1.9M reactions from patents (1976-2016). Task: Predict the reactants needed to synthesize the given product. (1) The reactants are: Br[C:2]1[N:7]=[CH:6][C:5]2[N:8]=[C:9]([C:13]3[C:14]([NH2:18])=[N:15][O:16][N:17]=3)[N:10]([CH2:11][CH3:12])[C:4]=2[CH:3]=1.[CH2:19]([NH2:26])[C:20]1[CH:25]=[CH:24][CH:23]=[CH:22][CH:21]=1.OC1C=CC=CC=1C(OC1C=CC=CC=1)=O.C(=O)([O-])[O-].[K+].[K+]. Given the product [NH2:18][C:14]1[C:13]([C:9]2[N:10]([CH2:11][CH3:12])[C:4]3[CH:3]=[C:2]([NH:26][CH2:19][C:20]4[CH:25]=[CH:24][CH:23]=[CH:22][CH:21]=4)[N:7]=[CH:6][C:5]=3[N:8]=2)=[N:17][O:16][N:15]=1, predict the reactants needed to synthesize it. (2) Given the product [SH:3][CH2:4][CH2:5][C@H:6]([NH:16][C:17](=[O:18])[O:19][CH2:20][C:21]1[CH:22]=[CH:23][CH:24]=[CH:25][CH:26]=1)[C:7](=[O:15])[NH:8][CH2:9][CH2:10][CH2:11][CH2:12][CH:13]=[O:14], predict the reactants needed to synthesize it. The reactants are: C(=O)([S:3][CH2:4][CH2:5][C@H:6]([NH:16][C:17]([O:19][CH2:20][C:21]1[CH:26]=[CH:25][CH:24]=[CH:23][CH:22]=1)=[O:18])[C:7](=[O:15])[NH:8][CH2:9][CH2:10][CH2:11][CH2:12][CH:13]=[O:14])C.C[O-].[Na+]. (3) Given the product [Cl:1][C:2]1[CH:3]=[C:4]([CH2:18][N:19]2[C:23]([CH3:24])=[CH:22][C:21]([C:25]([NH:36][CH2:37][CH:38]3[CH2:43][CH2:42][N:41]([C:44]([O:46][C:47]([CH3:50])([CH3:49])[CH3:48])=[O:45])[CH2:40][CH2:39]3)=[O:27])=[N:20]2)[C:5]2[O:9][C:8]([C:10]3[CH:15]=[CH:14][C:13]([Cl:16])=[CH:12][CH:11]=3)=[CH:7][C:6]=2[CH:17]=1, predict the reactants needed to synthesize it. The reactants are: [Cl:1][C:2]1[CH:3]=[C:4]([CH2:18][N:19]2[C:23]([CH3:24])=[CH:22][C:21]([C:25]([OH:27])=O)=[N:20]2)[C:5]2[O:9][C:8]([C:10]3[CH:15]=[CH:14][C:13]([Cl:16])=[CH:12][CH:11]=3)=[CH:7][C:6]=2[CH:17]=1.C(N1CCOCC1)C.[NH2:36][CH2:37][CH:38]1[CH2:43][CH2:42][N:41]([C:44]([O:46][C:47]([CH3:50])([CH3:49])[CH3:48])=[O:45])[CH2:40][CH2:39]1.O.ON1C2C=CC=CC=2N=N1.CN(C)CCCN=C=NCC. (4) Given the product [Cl:14][C:15]1[N:16]=[CH:17][N:18]=[C:19]([O:1][CH:2]2[CH2:3][CH2:4][N:5]([C:8]([O:10][CH:11]([CH3:13])[CH3:12])=[O:9])[CH2:6][CH2:7]2)[CH:20]=1, predict the reactants needed to synthesize it. The reactants are: [OH:1][CH:2]1[CH2:7][CH2:6][N:5]([C:8]([O:10][CH:11]([CH3:13])[CH3:12])=[O:9])[CH2:4][CH2:3]1.[Cl:14][C:15]1[CH:20]=[C:19](Cl)[N:18]=[CH:17][N:16]=1.CC(C)([O-])C.[K+].